This data is from Reaction yield outcomes from USPTO patents with 853,638 reactions. The task is: Predict the reaction yield, written as a fraction of the theoretical maximum amount of product (1.0 means a 100% yield; for example, 0.34 means a 34% yield). (1) The reactants are [CH2:1]([O:8][C:9]([NH:11][C@@H:12]([CH:18]([CH3:20])[CH3:19])[CH:13]([OH:17])[C:14]([OH:16])=[O:15])=[O:10])[C:2]1[CH:7]=[CH:6][CH:5]=[CH:4][CH:3]=1.N1C=CC=CC=1.[C:27](OC(=O)C)(=[O:29])[CH3:28]. The catalyst is C(OCC)(=O)C. The product is [CH2:1]([O:8][C:9]([NH:11][C@@H:12]([CH:18]([CH3:20])[CH3:19])[CH:13]([O:17][C:27](=[O:29])[CH3:28])[C:14]([OH:16])=[O:15])=[O:10])[C:2]1[CH:3]=[CH:4][CH:5]=[CH:6][CH:7]=1. The yield is 0.800. (2) The yield is 0.550. The catalyst is OS(O)(=O)=O. The product is [Br:1][C:2]1[C:7]([O:8][CH3:9])=[CH:6][CH:5]=[C:4]([N+:10]([O-:12])=[O:11])[N:3]=1. The reactants are [Br:1][C:2]1[C:7]([O:8][CH3:9])=[CH:6][CH:5]=[CH:4][N:3]=1.[N+:10]([O-])([OH:12])=[O:11]. (3) The reactants are [NH2:1][C:2]1[N:7]=[C:6]([C:8]2[CH:13]=[C:12]([Br:14])[CH:11]=[CH:10][C:9]=2[OH:15])[CH:5]=[C:4]([NH:16][C:17]2[CH:22]=[CH:21][C:20]([Cl:23])=[CH:19][CH:18]=2)[N:3]=1.[Cl:24][C:25]1[CH:32]=[CH:31][C:28]([CH2:29]Cl)=[CH:27][CH:26]=1.C(=O)([O-])[O-].[Cs+].[Cs+].[I-].[K+]. The catalyst is C(#N)C. The product is [Br:14][C:12]1[CH:11]=[CH:10][C:9]([O:15][CH2:29][C:28]2[CH:31]=[CH:32][C:25]([Cl:24])=[CH:26][CH:27]=2)=[C:8]([C:6]2[N:7]=[C:2]([NH2:1])[N:3]=[C:4]([NH:16][C:17]3[CH:22]=[CH:21][C:20]([Cl:23])=[CH:19][CH:18]=3)[CH:5]=2)[CH:13]=1. The yield is 0.260. (4) The product is [CH:1]1[C:13]2[N:12]([C:14]3[C:15]([OH:27])=[C:16]([CH:17]=[CH:18][CH:19]=3)[CH2:20][N:21]([CH3:26])[CH2:22][CH2:23][N:24]([CH2:29][C:30]3[CH:35]=[C:34]([Br:36])[CH:33]=[C:32]([Br:37])[C:31]=3[OH:38])[CH3:25])[C:11]3[C:6](=[CH:7][CH:8]=[CH:9][CH:10]=3)[C:5]=2[CH:4]=[CH:3][CH:2]=1. The reactants are [CH:1]1[C:13]2[N:12]([C:14]3[CH:19]=[CH:18][CH:17]=[C:16]([CH2:20][N:21]([CH3:26])[CH2:22][CH2:23][NH:24][CH3:25])[C:15]=3[OH:27])[C:11]3[C:6](=[CH:7][CH:8]=[CH:9][CH:10]=3)[C:5]=2[CH:4]=[CH:3][CH:2]=1.Br[CH2:29][C:30]1[CH:35]=[C:34]([Br:36])[CH:33]=[C:32]([Br:37])[C:31]=1[OH:38].C(N(CC)CC)C. The catalyst is C1COCC1. The yield is 0.570. (5) The reactants are [F:1][C:2]1[CH:7]=[CH:6][C:5]([N:8]([CH3:21])[CH:9]([C:15]2[CH:20]=[CH:19][CH:18]=[CH:17][CH:16]=2)[C:10]([O:12]CC)=[O:11])=[CH:4][CH:3]=1.O.[OH-].[Li+].[ClH:25]. The catalyst is C1COCC1.O. The product is [ClH:25].[F:1][C:2]1[CH:7]=[CH:6][C:5]([N:8]([CH3:21])[CH:9]([C:15]2[CH:16]=[CH:17][CH:18]=[CH:19][CH:20]=2)[C:10]([OH:12])=[O:11])=[CH:4][CH:3]=1. The yield is 0.720. (6) The reactants are [N:1]12[CH2:8][CH2:7][C:4]([C:9]([C:17]3[CH:22]=[CH:21][CH:20]=[CH:19][CH:18]=3)([C:11]3[CH:16]=[CH:15][CH:14]=[CH:13][CH:12]=3)[OH:10])([CH2:5][CH2:6]1)[CH2:3][CH2:2]2.[Br:23][CH2:24][CH2:25][CH2:26][O:27][C:28]1[CH:29]=[C:30]([CH:36]=[CH:37][CH:38]=1)[N:31]([CH2:34][CH3:35])[CH2:32][CH3:33]. The catalyst is CC#N. The product is [Br-:23].[CH2:34]([N:31]([CH2:32][CH3:33])[C:30]1[CH:29]=[C:28]([O:27][CH2:26][CH2:25][CH2:24][N+:1]23[CH2:6][CH2:5][C:4]([C:9]([OH:10])([C:17]4[CH:22]=[CH:21][CH:20]=[CH:19][CH:18]=4)[C:11]4[CH:12]=[CH:13][CH:14]=[CH:15][CH:16]=4)([CH2:3][CH2:2]2)[CH2:7][CH2:8]3)[CH:38]=[CH:37][CH:36]=1)[CH3:35]. The yield is 0.630. (7) The reactants are [OH:1][C:2]1([CH:16]2[CH2:21][CH2:20][CH2:19][CH2:18][N:17]2[C:22]([O:24][C:25]([CH3:28])([CH3:27])[CH3:26])=[O:23])[CH2:5][N:4]([C:6]([O:8][CH2:9][C:10]2[CH:15]=[CH:14][CH:13]=[CH:12][CH:11]=2)=[O:7])[CH2:3]1.[CH3:29][O:30][C@:31]([C:39]1[CH:44]=[CH:43][CH:42]=[CH:41][CH:40]=1)([C:35]([F:38])([F:37])[F:36])[C:32](Cl)=[O:33]. The catalyst is ClCCl.CN(C1C=CN=CC=1)C. The product is [C:10]1([CH2:9][O:8][C:6]([N:4]2[CH2:3][C:2]([C@H:16]3[CH2:21][CH2:20][CH2:19][CH2:18][N:17]3[C:22]([O:24][C:25]([CH3:28])([CH3:27])[CH3:26])=[O:23])([O:1][C:32](=[O:33])[C@:31]([O:30][CH3:29])([C:39]3[CH:40]=[CH:41][CH:42]=[CH:43][CH:44]=3)[C:35]([F:37])([F:38])[F:36])[CH2:5]2)=[O:7])[CH:15]=[CH:14][CH:13]=[CH:12][CH:11]=1. The yield is 0.0500. (8) The catalyst is ClCCl. The reactants are [Cl:1][C:2]1[CH:3]=[C:4]([CH:8]=[CH:9][CH:10]=1)[CH2:5][CH2:6]O.C(Br)(Br)(Br)[Br:12]. The yield is 0.710. The product is [Br:12][CH2:6][CH2:5][C:4]1[CH:8]=[CH:9][CH:10]=[C:2]([Cl:1])[CH:3]=1. (9) The reactants are [F:1][C:2]([F:15])([F:14])[S:3]([O:6]S(C(F)(F)F)(=O)=O)(=[O:5])=[O:4].[C:16]([C:18]1[CH:23]=[CH:22][C:21]([C:24]2[CH:29]=[CH:28][CH:27]=[C:26]([C:30]3[CH:31]=[C:32]4[C:37](=[CH:38][CH:39]=3)[CH:36]=[C:35](O)[CH:34]=[CH:33]4)[CH:25]=2)=[CH:20][CH:19]=1)#[N:17].N1C=CC=CC=1.Cl. The catalyst is ClCCl. The product is [F:1][C:2]([F:15])([F:14])[S:3]([O:6][C:35]1[CH:34]=[CH:33][C:32]2[C:37](=[CH:38][CH:39]=[C:30]([C:26]3[CH:25]=[C:24]([C:21]4[CH:20]=[CH:19][C:18]([C:16]#[N:17])=[CH:23][CH:22]=4)[CH:29]=[CH:28][CH:27]=3)[CH:31]=2)[CH:36]=1)(=[O:5])=[O:4]. The yield is 0.900.